From a dataset of Catalyst prediction with 721,799 reactions and 888 catalyst types from USPTO. Predict which catalyst facilitates the given reaction. (1) Reactant: [Cl:1][C:2]1[CH:3]=[CH:4][C:5]2[N:11]3[CH:12]=[CH:13][CH:14]=[C:10]3[C@@H:9]([CH2:15][CH2:16][C:17]3[O:21][C:20](=[O:22])[NH:19][N:18]=3)[O:8][C@H:7]([C:23]3[CH:28]=[CH:27][CH:26]=[C:25]([O:29][CH3:30])[C:24]=3[O:31][CH3:32])[C:6]=2[CH:33]=1.C1(P(C2C=CC=CC=2)C2C=CC=CC=2)C=CC=CC=1.[C:53]([O:57]CC1C=CC=CC=1)(=[O:56])[CH2:54]O.[N+](C(OCC)=O)(C(OCC)=O)=[N-]. Product: [Cl:1][C:2]1[CH:3]=[CH:4][C:5]2[N:11]3[CH:12]=[CH:13][CH:14]=[C:10]3[C@@H:9]([CH2:15][CH2:16][C:17]3[O:21][C:20](=[O:22])[N:19]([CH2:54][C:53]([OH:57])=[O:56])[N:18]=3)[O:8][C@H:7]([C:23]3[CH:28]=[CH:27][CH:26]=[C:25]([O:29][CH3:30])[C:24]=3[O:31][CH3:32])[C:6]=2[CH:33]=1. The catalyst class is: 207. (2) Product: [Br:8][C:4]1[C:3]([CH3:9])=[C:2]([N:11]([CH3:10])[C:12]2[CH:17]=[CH:16][CH:15]=[CH:14][CH:13]=2)[CH:7]=[CH:6][CH:5]=1. Reactant: Br[C:2]1[CH:7]=[CH:6][CH:5]=[C:4]([Br:8])[C:3]=1[CH3:9].[CH3:10][NH:11][C:12]1[CH:17]=[CH:16][CH:15]=[CH:14][CH:13]=1. The catalyst class is: 11. (3) Reactant: [OH:1][C:2]1[CH:7]=[CH:6][C:5]([N:8]=[N:9][C:10]2[CH:15]=[CH:14][C:13]([CH3:16])=[CH:12][CH:11]=2)=[CH:4][CH:3]=1.[Br:17][CH2:18][CH2:19][CH2:20][CH2:21][CH2:22][CH2:23]Br.OC1C=CC=CC=1. Product: [Br:17][CH2:18][CH2:19][CH2:20][CH2:21][CH2:22][CH2:23][O:1][C:2]1[CH:3]=[CH:4][C:5]([N:8]=[N:9][C:10]2[CH:15]=[CH:14][C:13]([CH3:16])=[CH:12][CH:11]=2)=[CH:6][CH:7]=1. The catalyst class is: 21. (4) Reactant: [F:1][C:2]1[C:3]2[CH:4]=[C:5]3[C:14]4[N:15]=[C:16]([C:19]5[C:20]([N:39]([CH3:44])[S:40]([CH3:43])(=[O:42])=[O:41])=[CH:21][C:22]6[O:26][C:25]([C:27]7[CH:32]=[CH:31][C:30]([F:33])=[CH:29][CH:28]=7)=[C:24]([C:34](=[O:37])[NH:35][CH3:36])[C:23]=6[CH:38]=5)[CH:17]=[CH:18][C:13]=4[N:12]([CH2:45][C:46]([O:48]C)=[O:47])[CH2:11][N:6]3[C:7]=2[CH:8]=[CH:9][CH:10]=1.[OH-].[Na+].Cl.O. Product: [F:1][C:2]1[C:3]2[CH:4]=[C:5]3[C:14]4[N:15]=[C:16]([C:19]5[C:20]([N:39]([CH3:44])[S:40]([CH3:43])(=[O:41])=[O:42])=[CH:21][C:22]6[O:26][C:25]([C:27]7[CH:28]=[CH:29][C:30]([F:33])=[CH:31][CH:32]=7)=[C:24]([C:34](=[O:37])[NH:35][CH3:36])[C:23]=6[CH:38]=5)[CH:17]=[CH:18][C:13]=4[N:12]([CH2:45][C:46]([OH:48])=[O:47])[CH2:11][N:6]3[C:7]=2[CH:8]=[CH:9][CH:10]=1. The catalyst class is: 5.